Dataset: Peptide-MHC class I binding affinity with 185,985 pairs from IEDB/IMGT. Task: Regression. Given a peptide amino acid sequence and an MHC pseudo amino acid sequence, predict their binding affinity value. This is MHC class I binding data. (1) The binding affinity (normalized) is 0.0847. The MHC is HLA-B40:01 with pseudo-sequence HLA-B40:01. The peptide sequence is QTSTLYDFY. (2) The peptide sequence is GLSLQDYCY. The MHC is HLA-A31:01 with pseudo-sequence HLA-A31:01. The binding affinity (normalized) is 0.0259. (3) The peptide sequence is MWAQDAAAMF. The MHC is HLA-A11:01 with pseudo-sequence HLA-A11:01. The binding affinity (normalized) is 0. (4) The peptide sequence is VFSDGRVAC. The MHC is HLA-B57:01 with pseudo-sequence HLA-B57:01. The binding affinity (normalized) is 0. (5) The peptide sequence is VLSDFKSWL. The MHC is HLA-A02:01 with pseudo-sequence HLA-A02:01. The binding affinity (normalized) is 0.556.